From a dataset of Catalyst prediction with 721,799 reactions and 888 catalyst types from USPTO. Predict which catalyst facilitates the given reaction. (1) Reactant: [CH3:1][O:2][C:3]1[CH:17]=[C:16]([O:18][CH3:19])[CH:15]=[CH:14][C:4]=1[CH2:5][N:6]1[C:10](=[O:11])[CH2:9][NH:8][S:7]1(=[O:13])=[O:12].C([O-])([O-])=O.[Cs+].[Cs+].F[C:27]1[CH:32]=[CH:31][C:30]([N+:33]([O-:35])=[O:34])=[CH:29][C:28]=1[N+:36]([O-:38])=[O:37]. The catalyst class is: 12. Product: [CH3:1][O:2][C:3]1[CH:17]=[C:16]([O:18][CH3:19])[CH:15]=[CH:14][C:4]=1[CH2:5][N:6]1[C:10](=[O:11])[CH2:9][N:8]([C:31]2[CH:32]=[CH:27][C:28]([N+:36]([O-:38])=[O:37])=[CH:29][C:30]=2[N+:33]([O-:35])=[O:34])[S:7]1(=[O:13])=[O:12]. (2) Reactant: [Zn:1].[Cl-].[Li+].[Br:4]CCBr.Cl[Si](C)(C)C.Br[CH2:14][C:15]1[CH:16]=[C:17]([F:23])[C:18]([F:22])=[C:19]([F:21])[CH:20]=1. Product: [Br-:4].[F:21][C:19]1[CH:20]=[C:15]([CH:16]=[C:17]([F:23])[C:18]=1[F:22])[CH2:14][Zn+:1]. The catalyst class is: 1.